From a dataset of Reaction yield outcomes from USPTO patents with 853,638 reactions. Predict the reaction yield, written as a fraction of the theoretical maximum amount of product (1.0 means a 100% yield; for example, 0.34 means a 34% yield). (1) The reactants are [CH3:1][C@@H:2]1[C@H:6]([CH3:7])[O:5][C:4]([C:8]2[NH:12][C:11]([C:13]3[CH:14]=[C:15]([CH:27]=[C:28]([O:30][C@@H:31]([CH3:35])[CH2:32][O:33]C)[CH:29]=3)[O:16][C:17]3[CH:22]=[N:21][C:20]([S:23]([CH3:26])(=[O:25])=[O:24])=[CH:19][N:18]=3)=[CH:10][CH:9]=2)=[N:3]1.B(Br)(Br)Br.C(=O)([O-])O.[Na+]. The catalyst is C(Cl)Cl. The product is [CH3:1][C@@H:2]1[C@H:6]([CH3:7])[O:5][C:4]([C:8]2[NH:12][C:11]([C:13]3[CH:29]=[C:28]([CH:27]=[C:15]([O:16][C:17]4[CH:22]=[N:21][C:20]([S:23]([CH3:26])(=[O:24])=[O:25])=[CH:19][N:18]=4)[CH:14]=3)[O:30][C@@H:31]([CH3:35])[CH2:32][OH:33])=[CH:10][CH:9]=2)=[N:3]1. The yield is 0.790. (2) The reactants are [CH3:1][N:2]1[CH2:7][CH2:6][NH:5][CH2:4][CH2:3]1.Cl[C:9]1[N:14]=[C:13]([CH3:15])[C:12]([CH:16]([CH2:21][CH2:22][CH3:23])[C:17]([O:19][CH3:20])=[O:18])=[C:11]([C:24]2[CH:29]=[CH:28][C:27]([CH3:30])=[CH:26][CH:25]=2)[N:10]=1. The catalyst is O1CCCC1. The product is [CH3:15][C:13]1[C:12]([CH:16]([CH2:21][CH2:22][CH3:23])[C:17]([O:19][CH3:20])=[O:18])=[C:11]([C:24]2[CH:29]=[CH:28][C:27]([CH3:30])=[CH:26][CH:25]=2)[N:10]=[C:9]([N:5]2[CH2:6][CH2:7][N:2]([CH3:1])[CH2:3][CH2:4]2)[N:14]=1. The yield is 0.740. (3) The reactants are [CH3:1][C:2]([CH3:32])([CH3:31])[CH2:3][CH2:4][C@:5]1([CH3:30])[C:14]2[C:9](=[CH:10][CH:11]=[CH:12][CH:13]=2)[C:8]([OH:15])=[C:7]([C:16]2[NH:21][C:20]3[S:22][CH:23]=[C:24]([CH2:25]O)[C:19]=3[S:18](=[O:28])(=[O:27])[N:17]=2)[C:6]1=[O:29].N12CCCN=C1CCCCC2.C1(P([N:58]=[N+:59]=[N-:60])(C2C=CC=CC=2)=O)C=CC=CC=1. The catalyst is ClCCl. The product is [N:58]([CH2:25][C:24]1[C:19]2[S:18](=[O:28])(=[O:27])[N:17]=[C:16]([C:7]3[C:6](=[O:29])[C@@:5]([CH2:4][CH2:3][C:2]([CH3:32])([CH3:31])[CH3:1])([CH3:30])[C:14]4[C:9]([C:8]=3[OH:15])=[CH:10][CH:11]=[CH:12][CH:13]=4)[NH:21][C:20]=2[S:22][CH:23]=1)=[N+:59]=[N-:60]. The yield is 0.590. (4) The reactants are CC(C)([O-])C.[K+].[F:7][C:8]([F:20])([F:19])[O:9][C:10]1[CH:15]=[CH:14][C:13]([C:16](=[O:18])[CH3:17])=[CH:12][CH:11]=1.[F:21][C:22]([F:29])([F:28])[C:23](OCC)=[O:24].OS(O)(=O)=O. The catalyst is C1(C)C=CC=CC=1. The product is [F:21][C:22]([F:29])([F:28])/[C:23](/[OH:24])=[CH:17]/[C:16]([C:13]1[CH:12]=[CH:11][C:10]([O:9][C:8]([F:19])([F:20])[F:7])=[CH:15][CH:14]=1)=[O:18]. The yield is 0.400. (5) The reactants are C(OC(=O)[NH:7][C@H:8]([CH2:28][C:29]1[CH:34]=[CH:33][C:32]([O:35][CH3:36])=[CH:31][CH:30]=1)[C:9]([N:11]1[CH2:16][CH2:15][C:14]([C:23](=[O:27])[CH2:24][CH2:25][CH3:26])([CH:17]2[CH2:22][CH2:21][CH2:20][CH2:19][CH2:18]2)[CH2:13][CH2:12]1)=[O:10])(C)(C)C.[OH-].[Na+]. The catalyst is C(Cl)Cl.FC(F)(F)C(O)=O. The product is [NH2:7][C@H:8]([CH2:28][C:29]1[CH:30]=[CH:31][C:32]([O:35][CH3:36])=[CH:33][CH:34]=1)[C:9]([N:11]1[CH2:16][CH2:15][C:14]([C:23](=[O:27])[CH2:24][CH2:25][CH3:26])([CH:17]2[CH2:18][CH2:19][CH2:20][CH2:21][CH2:22]2)[CH2:13][CH2:12]1)=[O:10]. The yield is 0.860. (6) The reactants are Cl.[CH3:2][O:3][C:4](=[O:27])[C@H:5]([CH2:7][C:8]1[CH:13]=[CH:12][C:11]([C:14]2[C:15](=[O:26])[N:16]([CH3:25])[C:17]([CH3:24])=[CH:18][C:19]=2[C:20]([F:23])([F:22])[F:21])=[CH:10][CH:9]=1)[NH2:6].CCN([CH:34]([CH3:36])[CH3:35])C(C)C. The catalyst is ClCCl. The product is [CH3:2][O:3][C:4](=[O:27])[C@H:5]([CH2:7][C:8]1[CH:9]=[CH:10][C:11]([C:14]2[C:15](=[O:26])[N:16]([CH3:25])[C:17]([CH3:24])=[CH:18][C:19]=2[C:20]([F:21])([F:22])[F:23])=[CH:12][CH:13]=1)[NH:6][C:15]([C:14]1[C:11]([CH3:12])=[CH:10][CH:9]=[CH:8][C:36]=1[CH2:34][CH3:35])=[O:26]. The yield is 0.620. (7) The reactants are [CH:1](=O)/[CH:2]=[CH:3]/[C:4]1[CH:9]=[CH:8][CH:7]=[CH:6][CH:5]=1.[C:11]([OH:16])(=[O:15])[C:12]([CH3:14])=[O:13].[OH-].[K+:18]. The catalyst is CO. The product is [O:13]=[C:12]([CH:14]=[CH:1][CH:2]=[CH:3][C:4]1[CH:9]=[CH:8][CH:7]=[CH:6][CH:5]=1)[C:11]([O-:16])=[O:15].[K+:18]. The yield is 0.610. (8) The reactants are [N+:1]([C:4]1[CH:13]=[CH:12][C:7]([O:8][CH2:9][CH2:10][OH:11])=[CH:6][CH:5]=1)([O-])=O. The catalyst is CO.[Pd]. The product is [NH2:1][C:4]1[CH:5]=[CH:6][C:7]([O:8][CH2:9][CH2:10][OH:11])=[CH:12][CH:13]=1. The yield is 0.960. (9) The reactants are [C:1]1([NH:7][CH2:8][C:9]2[CH:18]=[CH:17][C:12]([C:13]([O:15]C)=[O:14])=[CH:11][CH:10]=2)[CH:6]=[CH:5][CH:4]=[CH:3][CH:2]=1.[OH-].[Li+]. The catalyst is C1COCC1.CO. The product is [C:1]1([NH:7][CH2:8][C:9]2[CH:18]=[CH:17][C:12]([C:13]([OH:15])=[O:14])=[CH:11][CH:10]=2)[CH:2]=[CH:3][CH:4]=[CH:5][CH:6]=1. The yield is 0.630. (10) The reactants are [N:1]1[CH:6]=[CH:5][CH:4]=[CH:3][C:2]=1[NH:7][CH2:8][CH2:9][CH2:10][O:11][C:12]1[CH:13]=[C:14]2[C:18](=[CH:19][CH:20]=1)[NH:17][C:16]([CH2:21][CH:22]([CH2:27][CH2:28][CH3:29])[C:23]([O:25]C)=[O:24])=[CH:15]2.[OH-].[Na+]. The catalyst is CO.O. The product is [N:1]1[CH:6]=[CH:5][CH:4]=[CH:3][C:2]=1[NH:7][CH2:8][CH2:9][CH2:10][O:11][C:12]1[CH:13]=[C:14]2[C:18](=[CH:19][CH:20]=1)[NH:17][C:16]([CH2:21][CH:22]([CH2:27][CH2:28][CH3:29])[C:23]([OH:25])=[O:24])=[CH:15]2. The yield is 0.850.